Dataset: NCI-60 drug combinations with 297,098 pairs across 59 cell lines. Task: Regression. Given two drug SMILES strings and cell line genomic features, predict the synergy score measuring deviation from expected non-interaction effect. (1) Drug 1: CC(C1=C(C=CC(=C1Cl)F)Cl)OC2=C(N=CC(=C2)C3=CN(N=C3)C4CCNCC4)N. Drug 2: N.N.Cl[Pt+2]Cl. Cell line: MCF7. Synergy scores: CSS=-0.893, Synergy_ZIP=4.51, Synergy_Bliss=5.98, Synergy_Loewe=-2.94, Synergy_HSA=1.41. (2) Drug 1: CC=C1C(=O)NC(C(=O)OC2CC(=O)NC(C(=O)NC(CSSCCC=C2)C(=O)N1)C(C)C)C(C)C. Drug 2: C(CN)CNCCSP(=O)(O)O. Cell line: HCT116. Synergy scores: CSS=29.1, Synergy_ZIP=1.13, Synergy_Bliss=2.30, Synergy_Loewe=-60.5, Synergy_HSA=0.205.